This data is from Forward reaction prediction with 1.9M reactions from USPTO patents (1976-2016). The task is: Predict the product of the given reaction. (1) Given the reactants [C:1]1([CH2:7][CH2:8][O:9][CH2:10][C:11]2[CH:16]=[CH:15][CH:14]=[CH:13][CH:12]=2)[CH2:6][CH2:5][CH:4]=[CH:3][CH:2]=1.[C:17]([NH:24][OH:25])([O:19][C:20]([CH3:23])([CH3:22])[CH3:21])=[O:18].CCC[N+](CCC)(CCC)CCC.[O-]I(=O)(=O)=O, predict the reaction product. The product is: [C:20]([O:19][C:17]([N:24]1[C@H:4]2[CH2:5][CH2:6][C@:1]([CH2:7][CH2:8][O:9][CH2:10][C:11]3[CH:12]=[CH:13][CH:14]=[CH:15][CH:16]=3)([CH:2]=[CH:3]2)[O:25]1)=[O:18])([CH3:23])([CH3:22])[CH3:21]. (2) Given the reactants [Cl:1][C:2]1[C:3]([C:26]2[S:30][C:29]([C:31]3([O:35]COC)[CH2:34][CH2:33][CH2:32]3)=[N:28][CH:27]=2)=[C:4]2[CH:10]=[C:9]([C:11]3[CH:16]=[CH:15][C:14]([NH:17][C:18](=[O:23])[CH2:19][N:20]([CH3:22])[CH3:21])=[CH:13][C:12]=3[O:24][CH3:25])[NH:8][C:5]2=[N:6][CH:7]=1.ClC1C(C2SC(C3(OCOC)CCC3)=NC=2)=C2C=C(C3N=C(C4CCCN(C(OC(C)(C)C)=O)C4)ON=3)NC2=NC=1, predict the reaction product. The product is: [Cl:1][C:2]1[C:3]([C:26]2[S:30][C:29]([C:31]3([OH:35])[CH2:34][CH2:33][CH2:32]3)=[N:28][CH:27]=2)=[C:4]2[CH:10]=[C:9]([C:11]3[CH:16]=[CH:15][C:14]([NH:17][C:18](=[O:23])[CH2:19][N:20]([CH3:21])[CH3:22])=[CH:13][C:12]=3[O:24][CH3:25])[NH:8][C:5]2=[N:6][CH:7]=1. (3) Given the reactants [C:1]([NH:9][CH2:10][C:11]1[CH2:17][N:16]([CH2:18][C:19](=[O:30])[NH:20][CH:21]2[CH2:25][C:24](=[O:26])[O:23][CH:22]2[O:27]CC)[C:15](=[O:31])[CH:14]([NH:32][C:33]([C:35]2[C:44]3[C:39](=[CH:40][CH:41]=[CH:42][CH:43]=3)[CH:38]=[CH:37][N:36]=2)=[O:34])[CH2:13][CH:12]=1)(=[O:8])[C:2]1[CH:7]=[CH:6][CH:5]=[CH:4][CH:3]=1.FC(F)(F)C(O)=O, predict the reaction product. The product is: [C:1]([NH:9][CH2:10][C:11]1[CH2:17][N:16]([CH2:18][C:19](=[O:30])[NH:20][CH:21]2[CH2:25][C:24](=[O:26])[O:23][CH:22]2[OH:27])[C:15](=[O:31])[CH:14]([NH:32][C:33]([C:35]2[C:44]3[C:39](=[CH:40][CH:41]=[CH:42][CH:43]=3)[CH:38]=[CH:37][N:36]=2)=[O:34])[CH2:13][CH:12]=1)(=[O:8])[C:2]1[CH:3]=[CH:4][CH:5]=[CH:6][CH:7]=1. (4) Given the reactants [C:1]1([C:7]#[C:8][CH:9]=[N:10][OH:11])[CH:6]=[CH:5][CH:4]=[CH:3][CH:2]=1.[Cl:12]C1C=C(C#CC=O)C=CC=1, predict the reaction product. The product is: [Cl:12][C:3]1[CH:2]=[C:1]([C:7]#[C:8][CH:9]=[N:10][OH:11])[CH:6]=[CH:5][CH:4]=1.